This data is from CYP2C19 inhibition data for predicting drug metabolism from PubChem BioAssay. The task is: Regression/Classification. Given a drug SMILES string, predict its absorption, distribution, metabolism, or excretion properties. Task type varies by dataset: regression for continuous measurements (e.g., permeability, clearance, half-life) or binary classification for categorical outcomes (e.g., BBB penetration, CYP inhibition). Dataset: cyp2c19_veith. (1) The molecule is CC(Oc1ccc(-c2ccccc2)c(F)c1)c1ccn(S(=O)(=O)c2ccc(Cl)cc2)n1. The result is 1 (inhibitor). (2) The drug is Cc1ccc2cc(C(=O)O)c(C)nc2c1. The result is 0 (non-inhibitor). (3) The molecule is COc1ccccc1C(=O)N1CCN(c2ccccn2)CC1. The result is 1 (inhibitor). (4) The compound is Cc1ccc(OCC(=O)N2CCN(c3ccc([N+](=O)[O-])c(N4CCOCC4)c3)CC2)cc1. The result is 1 (inhibitor). (5) The drug is COc1cccc(Cn2c(=O)cnc3cnc(Nc4cccc(OC)c4)nc32)c1. The result is 1 (inhibitor). (6) The result is 1 (inhibitor). The molecule is CC(=O)N(/N=C1\Sc2ccccc2C1=O)c1ccccc1. (7) The drug is CCCC(=O)Nc1c2c(nn1-c1ccc(C)cc1C)CSC2. The result is 1 (inhibitor).